Dataset: Forward reaction prediction with 1.9M reactions from USPTO patents (1976-2016). Task: Predict the product of the given reaction. (1) The product is: [CH3:1][O:2][C:3]1[CH:4]=[CH:5][C:6]([CH2:7][O:8][C:9]2[C:10](=[O:20])[CH:11]=[C:12]3[C:17](=[O:18])[N:16]([CH2:27][CH2:28][N:29]4[CH2:33][CH2:32][CH2:31][CH2:30]4)[CH2:15][CH2:14][N:13]3[CH:19]=2)=[CH:21][CH:22]=1. Given the reactants [CH3:1][O:2][C:3]1[CH:22]=[CH:21][C:6]([CH2:7][O:8][C:9]2[C:10](=[O:20])[CH:11]=[C:12]3[C:17](=[O:18])[NH:16][CH2:15][CH2:14][N:13]3[CH:19]=2)=[CH:5][CH:4]=1.[H-].[Na+].Cl.Cl[CH2:27][CH2:28][N:29]1[CH2:33][CH2:32][CH2:31][CH2:30]1.C(N(CC)CC)C, predict the reaction product. (2) Given the reactants [CH3:1][C:2]1[CH:3]=[C:4]2[C:12](=[CH:13][CH:14]=1)[NH:11][C:10]1[CH:9]([NH:15][C@H:16]([C:18]3[CH:23]=[CH:22][CH:21]=[CH:20][CH:19]=3)[CH3:17])[CH2:8][CH2:7][CH2:6][C:5]2=1.[ClH:24], predict the reaction product. The product is: [ClH:24].[CH3:1][C:2]1[CH:3]=[C:4]2[C:12](=[CH:13][CH:14]=1)[NH:11][C:10]1[C@H:9]([NH:15][C@H:16]([C:18]3[CH:19]=[CH:20][CH:21]=[CH:22][CH:23]=3)[CH3:17])[CH2:8][CH2:7][CH2:6][C:5]2=1.